From a dataset of Peptide-MHC class II binding affinity with 134,281 pairs from IEDB. Regression. Given a peptide amino acid sequence and an MHC pseudo amino acid sequence, predict their binding affinity value. This is MHC class II binding data. (1) The peptide sequence is CDASILIDPLSNQSA. The MHC is HLA-DQA10102-DQB10602 with pseudo-sequence HLA-DQA10102-DQB10602. The binding affinity (normalized) is 0.422. (2) The peptide sequence is AVLVATNFFGINTIP. The MHC is DRB1_0301 with pseudo-sequence DRB1_0301. The binding affinity (normalized) is 0.0484. (3) The peptide sequence is GGTVIRNPLSRNSTH. The MHC is DRB1_1301 with pseudo-sequence DRB1_1301. The binding affinity (normalized) is 0.797. (4) The peptide sequence is ENVLISPVSILSTLS. The MHC is DRB1_1101 with pseudo-sequence DRB1_1101. The binding affinity (normalized) is 0.270. (5) The peptide sequence is EDTNIYNSNEAFKVE. The MHC is DRB4_0101 with pseudo-sequence DRB4_0103. The binding affinity (normalized) is 0.175.